From a dataset of Forward reaction prediction with 1.9M reactions from USPTO patents (1976-2016). Predict the product of the given reaction. (1) The product is: [F:12][C:5]1[CH:4]=[CH:3][C:2]([S:1][C:13]2[C:18]([CH2:19][OH:20])=[CH:17][C:16]([F:23])=[CH:15][CH:14]=2)=[C:7]([CH2:8][OH:9])[CH:6]=1. Given the reactants [S:1]([C:13]1[C:18]([C:19](OC)=[O:20])=[CH:17][C:16]([F:23])=[CH:15][CH:14]=1)[C:2]1[C:7]([C:8](OC)=[O:9])=[CH:6][C:5]([F:12])=[CH:4][CH:3]=1.S(C1C=CC=CC=1C(OC)=O)C1C=CC=CC=1C(OC)=O, predict the reaction product. (2) Given the reactants [Br:1][CH2:2][CH2:3][CH2:4][CH2:5][CH2:6][C:7](Cl)=[O:8].[NH2:10][C:11]1[S:15][C:14]([NH:16][C:17]2[CH:26]=[CH:25][C:24]3[C:19](=[CH:20][CH:21]=[CH:22][CH:23]=3)[CH:18]=2)=[N:13][C:12]=1[C:27]([NH2:29])=[O:28].N1C=CC=CC=1, predict the reaction product. The product is: [Br:1][CH2:2][CH2:3][CH2:4][CH2:5][CH2:6][C:7]([NH:10][C:11]1[S:15][C:14]([NH:16][C:17]2[CH:26]=[CH:25][C:24]3[C:19](=[CH:20][CH:21]=[CH:22][CH:23]=3)[CH:18]=2)=[N:13][C:12]=1[C:27]([NH2:29])=[O:28])=[O:8]. (3) Given the reactants [CH3:1][O:2][C@H:3]1[C@@H:8]([NH:9][C@@H:10]2[CH2:17][C@H:13]3[O:14][CH2:15][CH2:16][C@@:12]3([C:18]([N:20]3[CH2:25][CH2:24][N:23](C(OCC4C=CC=CC=4)=O)[CH2:22][CH2:21]3)=[O:19])[CH2:11]2)[CH2:7][CH2:6][O:5][CH2:4]1.[H][H], predict the reaction product. The product is: [CH3:1][O:2][C@H:3]1[C@@H:8]([NH:9][C@@H:10]2[CH2:17][C@H:13]3[O:14][CH2:15][CH2:16][C@@:12]3([C:18]([N:20]3[CH2:21][CH2:22][NH:23][CH2:24][CH2:25]3)=[O:19])[CH2:11]2)[CH2:7][CH2:6][O:5][CH2:4]1. (4) Given the reactants [NH2:1][CH2:2][CH2:3][CH2:4][N:5]1[CH2:10][CH2:9][N:8]([CH2:11][CH2:12][CH2:13][NH2:14])[CH2:7][CH2:6]1.[N:15]1[C:24]2[C:19](=[CH:20][CH:21]=[CH:22][CH:23]=2)[C:18]([CH:25]=O)=[CH:17][CH:16]=1.[BH4-].[Na+].O, predict the reaction product. The product is: [N:15]1[C:24]2[C:19](=[CH:20][CH:21]=[CH:22][CH:23]=2)[C:18]([CH2:25][NH:14][CH2:13][CH2:12][CH2:11][N:8]2[CH2:7][CH2:6][N:5]([CH2:4][CH2:3][CH2:2][NH:1][CH2:25][C:18]3[C:19]4[C:24](=[CH:23][CH:22]=[CH:21][CH:20]=4)[N:15]=[CH:16][CH:17]=3)[CH2:10][CH2:9]2)=[CH:17][CH:16]=1. (5) Given the reactants Br[CH2:2][C:3]1[NH:8][C:7]([C:9]2[S:10][CH:11]=[CH:12][N:13]=2)=[N:6][C@@H:5]([C:14]2[CH:19]=[CH:18][C:17]([F:20])=[CH:16][C:15]=2[Cl:21])[C:4]=1[C:22]([O:24][CH2:25][CH3:26])=[O:23].[NH:27]1[CH2:32][CH2:31][S:30](=[O:34])(=[O:33])[CH2:29][C@H:28]1[C:35]([OH:37])=[O:36].C([O-])([O-])=O.[K+].[K+], predict the reaction product. The product is: [Cl:21][C:15]1[CH:16]=[C:17]([F:20])[CH:18]=[CH:19][C:14]=1[C@@H:5]1[N:6]=[C:7]([C:9]2[S:10][CH:11]=[CH:12][N:13]=2)[NH:8][C:3]([CH2:2][N:27]2[CH2:32][CH2:31][S:30](=[O:33])(=[O:34])[CH2:29][C@H:28]2[C:35]([OH:37])=[O:36])=[C:4]1[C:22]([O:24][CH2:25][CH3:26])=[O:23]. (6) Given the reactants [Cl:1][C:2]1[C:7]([Cl:8])=[CH:6][C:5]([NH:9][CH2:10][C:11]([OH:13])=O)=[C:4]([OH:14])[CH:3]=1.CCN=C=NCCCN(C)C.Cl.C1C=CC2N(O)N=NC=2C=1.CCN(CC)CC.Cl.[NH:45]1[CH2:48][CH:47]([N:49]2[CH2:52][CH:51]([NH:53][C:54](=[O:57])[CH:55]=[CH2:56])[CH2:50]2)[CH2:46]1, predict the reaction product. The product is: [Cl:1][C:2]1[C:7]([Cl:8])=[CH:6][C:5]([NH:9][CH2:10][C:11]([N:45]2[CH2:46][CH:47]([N:49]3[CH2:52][CH:51]([NH:53][C:54](=[O:57])[CH:55]=[CH2:56])[CH2:50]3)[CH2:48]2)=[O:13])=[C:4]([OH:14])[CH:3]=1.